Dataset: Peptide-MHC class II binding affinity with 134,281 pairs from IEDB. Task: Regression. Given a peptide amino acid sequence and an MHC pseudo amino acid sequence, predict their binding affinity value. This is MHC class II binding data. (1) The peptide sequence is MANSRAFALVLLFCA. The MHC is HLA-DPA10201-DPB10501 with pseudo-sequence HLA-DPA10201-DPB10501. The binding affinity (normalized) is 0.203. (2) The MHC is HLA-DPA10103-DPB10401 with pseudo-sequence HLA-DPA10103-DPB10401. The binding affinity (normalized) is 0. The peptide sequence is YRIAARPGAVTRRAA. (3) The peptide sequence is EDMLEVWNRVWITNN. The MHC is DRB1_0901 with pseudo-sequence DRB1_0901. The binding affinity (normalized) is 0.509.